This data is from Catalyst prediction with 721,799 reactions and 888 catalyst types from USPTO. The task is: Predict which catalyst facilitates the given reaction. (1) Reactant: [Br:1][C:2]1[CH:21]=[CH:20][C:5]([O:6][CH2:7][CH:8]2[CH2:13][CH2:12][N:11]([CH2:14][CH:15](O)[CH2:16][CH2:17][CH3:18])[CH2:10][CH2:9]2)=[CH:4][CH:3]=1.COCCN(S(F)(F)[F:32])CCOC.C([O-])(O)=O.[Na+]. Product: [Br:1][C:2]1[CH:21]=[CH:20][C:5]([O:6][CH2:7][CH:8]2[CH2:13][CH2:12][N:11]([CH2:14][CH:15]([F:32])[CH2:16][CH2:17][CH3:18])[CH2:10][CH2:9]2)=[CH:4][CH:3]=1. The catalyst class is: 2. (2) Reactant: [NH:1]1[CH2:6][CH2:5][CH:4]([NH:7][C:8](=[O:14])[O:9][C:10]([CH3:13])([CH3:12])[CH3:11])[CH2:3][CH2:2]1.FC(F)(F)S(O[CH2:21][C:22]([F:25])([CH3:24])[CH3:23])(=O)=O.C(=O)([O-])[O-].[K+].[K+]. Product: [C:10]([O:9][C:8](=[O:14])[NH:7][CH:4]1[CH2:3][CH2:2][N:1]([CH2:21][C:22]([F:25])([CH3:24])[CH3:23])[CH2:6][CH2:5]1)([CH3:11])([CH3:13])[CH3:12]. The catalyst class is: 10.